From a dataset of Forward reaction prediction with 1.9M reactions from USPTO patents (1976-2016). Predict the product of the given reaction. (1) The product is: [Cl:19][CH2:15][C:9]1[CH:10]=[N:11][C:12]2[C:7]([CH:8]=1)=[CH:6][C:5]([S:2]([CH3:1])(=[O:4])=[O:3])=[CH:14][CH:13]=2. Given the reactants [CH3:1][S:2]([C:5]1[CH:6]=[C:7]2[C:12](=[CH:13][CH:14]=1)[N:11]=[CH:10][C:9]([CH2:15]O)=[CH:8]2)(=[O:4])=[O:3].O=S(Cl)[Cl:19], predict the reaction product. (2) Given the reactants [Cl:1][CH2:2][C:3]([C:5]1[CH:10]=[CH:9][C:8]([CH2:11][CH2:12][NH:13][C:14](=[O:16])[CH3:15])=[CH:7][CH:6]=1)=O.[NH2:17][C:18]([NH2:20])=[S:19], predict the reaction product. The product is: [ClH:1].[NH2:20][C:18]1[S:19][CH:2]=[C:3]([C:5]2[CH:10]=[CH:9][C:8]([CH2:11][CH2:12][NH:13][C:14](=[O:16])[CH3:15])=[CH:7][CH:6]=2)[N:17]=1. (3) Given the reactants [Cl:1][C:2]1[CH:3]=[C:4]([C:9](=[O:23])[CH2:10][CH:11](O)[C:12]2[CH:17]=[CH:16][C:15]([N+:18]([O-:20])=[O:19])=[C:14]([OH:21])[CH:13]=2)[CH:5]=[CH:6][C:7]=1[Cl:8].[OH-].[Na+].OS(O)(=O)=O, predict the reaction product. The product is: [Cl:1][C:2]1[CH:3]=[C:4]([CH:9]([OH:23])[CH:10]=[CH:11][C:12]2[CH:17]=[CH:16][C:15]([N+:18]([O-:20])=[O:19])=[C:14]([OH:21])[CH:13]=2)[CH:5]=[CH:6][C:7]=1[Cl:8].